From a dataset of Reaction yield outcomes from USPTO patents with 853,638 reactions. Predict the reaction yield, written as a fraction of the theoretical maximum amount of product (1.0 means a 100% yield; for example, 0.34 means a 34% yield). (1) The reactants are [F:1][C:2]1[CH:35]=[CH:34][C:5]([C:6](/[N:8]=[C:9]2\[NH:10][C:11]3[CH:26]=[CH:25][C:24]([CH2:27][N:28]4[CH2:33][CH2:32][CH2:31][CH2:30][CH2:29]4)=[CH:23][C:12]=3[N:13]\2[C@@H:14]2[CH2:19][CH2:18][C@H:17]([C:20]([OH:22])=O)[CH2:16][CH2:15]2)=[O:7])=[CH:4][CH:3]=1.S(Cl)(Cl)=O.[CH2:40]([NH2:42])[CH3:41]. The catalyst is O.C(Cl)Cl. The product is [CH2:40]([NH:42][C:20]([C@@H:17]1[CH2:16][CH2:15][C@H:14]([N:13]2[C:12]3[CH:23]=[C:24]([CH2:27][N:28]4[CH2:33][CH2:32][CH2:31][CH2:30][CH2:29]4)[CH:25]=[CH:26][C:11]=3[NH:10]/[C:9]/2=[N:8]\[C:6](=[O:7])[C:5]2[CH:4]=[CH:3][C:2]([F:1])=[CH:35][CH:34]=2)[CH2:19][CH2:18]1)=[O:22])[CH3:41]. The yield is 0.950. (2) The reactants are [CH3:1][CH:2]([CH3:28])[C@@H:3]([NH:8][S:9]([C:12]1[CH:27]=[CH:26][C:15]2[O:16][C:17]3[CH:22]=[C:21]([N+:23]([O-])=O)[CH:20]=[CH:19][C:18]=3[C:14]=2[CH:13]=1)(=[O:11])=[O:10])[C:4]([O:6][CH3:7])=[O:5]. The catalyst is CO.[Pd]. The product is [NH2:23][C:21]1[CH:20]=[CH:19][C:18]2[C:14]3[CH:13]=[C:12]([S:9]([NH:8][C@H:3]([CH:2]([CH3:1])[CH3:28])[C:4]([O:6][CH3:7])=[O:5])(=[O:10])=[O:11])[CH:27]=[CH:26][C:15]=3[O:16][C:17]=2[CH:22]=1. The yield is 1.00. (3) The reactants are [CH:1]1[C:13]2[CH:12]([CH2:14][O:15][C:16]([N:18]3[CH2:22][CH2:21][CH:20]([CH:23]([NH:27]C(OC(C)(C)C)=O)[C:24]([OH:26])=[O:25])[CH2:19]3)=[O:17])[C:11]3[C:6](=[CH:7][CH:8]=[CH:9][CH:10]=3)[C:5]=2[CH:4]=[CH:3][CH:2]=1.[CH3:35]OC(OC)(C)C. The catalyst is Cl. The product is [CH:10]1[C:11]2[CH:12]([CH2:14][O:15][C:16]([N:18]3[CH2:22][CH2:21][CH:20]([CH:23]([NH2:27])[C:24]([O:26][CH3:35])=[O:25])[CH2:19]3)=[O:17])[C:13]3[C:5](=[CH:4][CH:3]=[CH:2][CH:1]=3)[C:6]=2[CH:7]=[CH:8][CH:9]=1. The yield is 0.670. (4) The reactants are [CH:1]1([C:7]2[C:8]3[CH:30]=[CH:29][C:28]([C:31]([O:33]C)=[O:32])=[CH:27][C:9]=3[N:10]3[C:16]=2[C:15]2[CH:17]=[CH:18][CH:19]=[C:20]([C:21]4[CH:22]=[N:23][CH:24]=[CH:25][CH:26]=4)[C:14]=2[O:13][CH2:12][CH2:11]3)[CH2:6][CH2:5][CH2:4][CH2:3][CH2:2]1.[OH-].[Na+].[ClH:37]. The catalyst is O1CCCC1.CO. The product is [ClH:37].[CH:1]1([C:7]2[C:8]3[CH:30]=[CH:29][C:28]([C:31]([OH:33])=[O:32])=[CH:27][C:9]=3[N:10]3[C:16]=2[C:15]2[CH:17]=[CH:18][CH:19]=[C:20]([C:21]4[CH:22]=[N:23][CH:24]=[CH:25][CH:26]=4)[C:14]=2[O:13][CH2:12][CH2:11]3)[CH2:2][CH2:3][CH2:4][CH2:5][CH2:6]1. The yield is 0.910. (5) The reactants are [Br:1][C:2]1[CH:3]=[C:4]2[C:8](=[CH:9][CH:10]=1)[N:7]([C:11]([O:13][C:14]([CH3:17])([CH3:16])[CH3:15])=[O:12])[N:6]=[C:5]2I.[F:19][C:20]1[CH:25]=[CH:24][C:23](B(O)O)=[CH:22][CH:21]=1.C1(C)C=CC=CC=1.C([O-])([O-])=O.[Na+].[Na+]. The catalyst is C(O)C.C1C=CC(P(C2C=CC=CC=2)[C-]2C=CC=C2)=CC=1.C1C=CC(P(C2C=CC=CC=2)[C-]2C=CC=C2)=CC=1.Cl[Pd]Cl.[Fe+2]. The product is [Br:1][C:2]1[CH:3]=[C:4]2[C:8](=[CH:9][CH:10]=1)[N:7]([C:11]([O:13][C:14]([CH3:17])([CH3:16])[CH3:15])=[O:12])[N:6]=[C:5]2[C:23]1[CH:24]=[CH:25][C:20]([F:19])=[CH:21][CH:22]=1. The yield is 0.290.